From a dataset of Full USPTO retrosynthesis dataset with 1.9M reactions from patents (1976-2016). Predict the reactants needed to synthesize the given product. (1) Given the product [O:56]1[C:55]2[CH:59]=[CH:60][C:52](/[C:50](=[N:49]/[OH:48])/[NH:51][C:12](=[O:14])[CH2:11][CH:8]3[CH2:7][CH2:6][N:5]([CH:1]4[CH2:2][CH2:3][CH2:4]4)[CH2:10][CH2:9]3)=[CH:53][C:54]=2[O:58][CH2:57]1, predict the reactants needed to synthesize it. The reactants are: [CH:1]1([N:5]2[CH2:10][CH2:9][CH:8]([CH2:11][C:12]([OH:14])=O)[CH2:7][CH2:6]2)[CH2:4][CH2:3][CH2:2]1.CN(C(ON1N=NC2C=CC=NC1=2)=[N+](C)C)C.F[P-](F)(F)(F)(F)F.CCN(C(C)C)C(C)C.[OH:48]/[N:49]=[C:50](/[C:52]1[CH:60]=[CH:59][C:55]2[O:56][CH2:57][O:58][C:54]=2[CH:53]=1)\[NH2:51]. (2) Given the product [Br:1][C:2]1[CH:3]=[C:4]2[N:10]([S:19]([C:16]3[CH:17]=[CH:18][C:13]([CH3:23])=[CH:14][CH:15]=3)(=[O:21])=[O:20])[CH:9]=[CH:8][C:5]2=[N:6][CH:7]=1, predict the reactants needed to synthesize it. The reactants are: [Br:1][C:2]1[CH:3]=[C:4]2[NH:10][CH:9]=[CH:8][C:5]2=[N:6][CH:7]=1.[H-].[Na+].[C:13]1([CH3:23])[CH:18]=[CH:17][C:16]([S:19](Cl)(=[O:21])=[O:20])=[CH:15][CH:14]=1.